Task: Predict the product of the given reaction.. Dataset: Forward reaction prediction with 1.9M reactions from USPTO patents (1976-2016) (1) Given the reactants [C:1]([NH:4][C:5]1[S:6][C:7]2[C:13]3[N:14]([C:21]4[CH:30]=[CH:29][C:24]([C:25]([O:27]C)=[O:26])=[CH:23][C:22]=4[Cl:31])[N:15]=[C:16]([C:17]4([CH3:20])[CH2:19][CH2:18]4)[C:12]=3[CH2:11][CH2:10][C:8]=2[N:9]=1)(=[O:3])[CH3:2].[OH-].[Li+], predict the reaction product. The product is: [C:1]([NH:4][C:5]1[S:6][C:7]2[C:13]3[N:14]([C:21]4[CH:30]=[CH:29][C:24]([C:25]([OH:27])=[O:26])=[CH:23][C:22]=4[Cl:31])[N:15]=[C:16]([C:17]4([CH3:20])[CH2:18][CH2:19]4)[C:12]=3[CH2:11][CH2:10][C:8]=2[N:9]=1)(=[O:3])[CH3:2]. (2) Given the reactants [CH3:1][O:2][C:3]1[CH:8]=[CH:7][C:6]([S:9][C:10]2[CH:15]=[CH:14][C:13]([CH2:16][N:17]3[CH2:22][CH2:21][CH:20]([C:23]4[CH:24]=[C:25]([NH2:30])[CH:26]=[CH:27][C:28]=4[CH3:29])[CH2:19][CH2:18]3)=[CH:12][CH:11]=2)=[CH:5][CH:4]=1.[C:31]([O:35][N:36]([CH2:40][C:41](O)=[O:42])[C:37]([CH3:39])=[O:38])([CH3:34])([CH3:33])[CH3:32].Cl.CN(C)CCCN=C=NCC, predict the reaction product. The product is: [C:31]([O:35][N:36]([CH2:40][C:41]([NH:30][C:25]1[CH:26]=[CH:27][C:28]([CH3:29])=[C:23]([CH:20]2[CH2:21][CH2:22][N:17]([CH2:16][C:13]3[CH:12]=[CH:11][C:10]([S:9][C:6]4[CH:7]=[CH:8][C:3]([O:2][CH3:1])=[CH:4][CH:5]=4)=[CH:15][CH:14]=3)[CH2:18][CH2:19]2)[CH:24]=1)=[O:42])[C:37]([CH3:39])=[O:38])([CH3:34])([CH3:33])[CH3:32]. (3) Given the reactants [C:1]1([C:16]2[CH:21]=[CH:20][CH:19]=[CH:18][CH:17]=2)[CH:6]=[CH:5][CH:4]=[C:3]([N:7]2[CH2:12][CH2:11][CH:10]([C:13]([OH:15])=O)[CH2:9][CH2:8]2)[CH:2]=1.BrC1C=C(C2C=CC=CC=2)C=CC=1.[S:35]1[CH:39]=[CH:38][N:37]=[C:36]1[NH2:40], predict the reaction product. The product is: [S:35]1[CH:39]=[CH:38][N:37]=[C:36]1[NH:40][C:13]([CH:10]1[CH2:9][CH2:8][N:7]([C:3]2[CH:2]=[C:1]([C:16]3[CH:21]=[CH:20][CH:19]=[CH:18][CH:17]=3)[CH:6]=[CH:5][CH:4]=2)[CH2:12][CH2:11]1)=[O:15]. (4) Given the reactants [Cl:1][C:2]1[CH:3]=[N:4][CH:5]=[C:6]([CH:11]=1)[C:7](Cl)=[N:8][OH:9].[C:12]([C:14]1[CH:19]=[CH:18][C:17]([F:20])=[CH:16][CH:15]=1)#[CH:13].N, predict the reaction product. The product is: [Cl:1][C:2]1[CH:11]=[C:6]([C:7]2[CH:13]=[C:12]([C:14]3[CH:19]=[CH:18][C:17]([F:20])=[CH:16][CH:15]=3)[O:9][N:8]=2)[CH:5]=[N:4][CH:3]=1.